Dataset: Catalyst prediction with 721,799 reactions and 888 catalyst types from USPTO. Task: Predict which catalyst facilitates the given reaction. (1) Reactant: [C:1]([C:7]1[C:15]2[C:10](=[N:11][CH:12]=[C:13]([NH:16][C:17]3[CH:24]=[CH:23][C:20]([CH:21]=O)=[CH:19][CH:18]=3)[N:14]=2)[N:9]([CH2:25][O:26][CH2:27][CH2:28][Si:29]([CH3:32])([CH3:31])[CH3:30])[CH:8]=1)(=[O:6])[C:2]([CH3:5])([CH3:4])[CH3:3].[CH3:33][N:34]1[CH2:39][CH2:38][NH:37][CH2:36][CH2:35]1.[O:40]=[CH:41][CH2:42][C:43]#[N:44].C(O)(=O)C.N1CCCCC1. Product: [CH3:33][N:34]1[CH2:39][CH2:38][N:37]([C:41]([C:42](=[CH:21][C:20]2[CH:23]=[CH:24][C:17]([NH:16][C:13]3[N:14]=[C:15]4[C:7]([C:1](=[O:6])[C:2]([CH3:4])([CH3:3])[CH3:5])=[CH:8][N:9]([CH2:25][O:26][CH2:27][CH2:28][Si:29]([CH3:32])([CH3:30])[CH3:31])[C:10]4=[N:11][CH:12]=3)=[CH:18][CH:19]=2)[C:43]#[N:44])=[O:40])[CH2:36][CH2:35]1. The catalyst class is: 8. (2) Reactant: Br[CH2:2][C:3]([C:5]1[C:10](=[O:11])[NH:9][C:8]([C:12]([F:15])([F:14])[F:13])=[C:7]([C:16]([O:18][CH2:19][CH3:20])=[O:17])[CH:6]=1)=O.[N:21]1[CH:26]=[CH:25][CH:24]=[CH:23][C:22]=1[S:27]([CH2:30][C:31](=[S:33])[NH2:32])(=[O:29])=[O:28]. Product: [O:11]=[C:10]1[NH:9][C:8]([C:12]([F:15])([F:14])[F:13])=[C:7]([C:16]([O:18][CH2:19][CH3:20])=[O:17])[CH:6]=[C:5]1[C:3]1[N:32]=[C:31]([CH2:30][S:27]([C:22]2[CH:23]=[CH:24][CH:25]=[CH:26][N:21]=2)(=[O:29])=[O:28])[S:33][CH:2]=1. The catalyst class is: 5. (3) Reactant: [O:1]=[C:2]1[NH:18][C:5]2=[CH:6][C:7]3[C:8](=[O:17])[CH:9]=[C:10]([C:14]([OH:16])=O)[NH:11][C:12]=3[CH:13]=[C:4]2[O:3]1.[CH2:19]([CH:26]1[CH2:31][CH2:30][NH:29][CH2:28][CH2:27]1)[C:20]1[CH:25]=[CH:24][CH:23]=[CH:22][CH:21]=1. Product: [CH2:19]([CH:26]1[CH2:31][CH2:30][N:29]([C:14]([C:10]2[NH:11][C:12]3[CH:13]=[C:4]4[O:3][C:2](=[O:1])[NH:18][C:5]4=[CH:6][C:7]=3[C:8](=[O:17])[CH:9]=2)=[O:16])[CH2:28][CH2:27]1)[C:20]1[CH:25]=[CH:24][CH:23]=[CH:22][CH:21]=1. The catalyst class is: 27. (4) The catalyst class is: 3. Reactant: [N+:1]([C:4]1[CH:5]=[C:6]([NH2:11])[C:7]([NH2:10])=[CH:8][CH:9]=1)([O-:3])=[O:2].CI.[C:14](=O)([O-])[O-].[Na+].[Na+]. Product: [CH3:14][NH:11][C:6]1[C:7]([NH2:10])=[CH:8][CH:9]=[C:4]([N+:1]([O-:3])=[O:2])[CH:5]=1. (5) Reactant: C(OC([CH2:11][NH:12][CH2:13][CH2:14][C:15]1[CH:20]=[CH:19][C:18]([C:21]2[N:22]([C:26]([O:28][C:29]([CH3:32])([CH3:31])[CH3:30])=[O:27])[CH2:23][CH2:24][N:25]=2)=[CH:17][CH:16]=1)=O)C1C=CC=CC=1. Product: [CH3:11][NH:12][CH2:13][CH2:14][C:15]1[CH:16]=[CH:17][C:18]([C:21]2[N:22]([C:26]([O:28][C:29]([CH3:32])([CH3:31])[CH3:30])=[O:27])[CH2:23][CH2:24][N:25]=2)=[CH:19][CH:20]=1. The catalyst class is: 19. (6) The catalyst class is: 335. Product: [C:22]([O:26][C:27]([N:28]([C:43]([O:45][C:46]([CH3:49])([CH3:48])[CH3:47])=[O:44])[C:29]1[S:30][C:31]([C:2]2[CH:3]=[C:4]([C:16]3[CH:21]=[CH:20][CH:19]=[CH:18][CH:17]=3)[C:5]3[N:6]([CH:8]=[C:9]([C:11]([O:13][CH2:14][CH3:15])=[O:12])[N:10]=3)[CH:7]=2)=[CH:32][N:33]=1)=[O:50])([CH3:25])([CH3:24])[CH3:23]. Reactant: Br[C:2]1[CH:3]=[C:4]([C:16]2[CH:21]=[CH:20][CH:19]=[CH:18][CH:17]=2)[C:5]2[N:6]([CH:8]=[C:9]([C:11]([O:13][CH2:14][CH3:15])=[O:12])[N:10]=2)[CH:7]=1.[C:22]([O:26][C:27](=[O:50])[N:28]([C:43]([O:45][C:46]([CH3:49])([CH3:48])[CH3:47])=[O:44])[C:29]1[S:30][C:31](B2OC(C)(C)C(C)(C)O2)=[CH:32][N:33]=1)([CH3:25])([CH3:24])[CH3:23].[O-]P([O-])([O-])=O.[K+].[K+].[K+].C(OCC)(=O)C. (7) Reactant: [N+:1]([C:4]1[C:9]([N:10]2[CH2:15][CH2:14][O:13][CH2:12][CH2:11]2)=[CH:8][CH:7]=[CH:6][N:5]=1)([O-])=O. Product: [O:13]1[CH2:14][CH2:15][N:10]([C:9]2[C:4]([NH2:1])=[N:5][CH:6]=[CH:7][CH:8]=2)[CH2:11][CH2:12]1. The catalyst class is: 78.